This data is from Catalyst prediction with 721,799 reactions and 888 catalyst types from USPTO. The task is: Predict which catalyst facilitates the given reaction. Reactant: [OH:1][C:2]1[CH:7]=[CH:6][C:5]([CH:8]([C:15]2[N:16]([CH3:20])[N:17]=[N:18][CH:19]=2)[CH2:9][C:10]([O:12][CH2:13][CH3:14])=[O:11])=[CH:4][CH:3]=1.CC(O)C. Product: [OH:1][C:2]1[CH:7]=[CH:6][C:5]([C@@H:8]([C:15]2[N:16]([CH3:20])[N:17]=[N:18][CH:19]=2)[CH2:9][C:10]([O:12][CH2:13][CH3:14])=[O:11])=[CH:4][CH:3]=1. The catalyst class is: 81.